Dataset: Reaction yield outcomes from USPTO patents with 853,638 reactions. Task: Predict the reaction yield, written as a fraction of the theoretical maximum amount of product (1.0 means a 100% yield; for example, 0.34 means a 34% yield). (1) The reactants are [F:1][C:2]1[CH:28]=[C:27]([F:29])[CH:26]=[CH:25][C:3]=1[O:4][CH:5]1[CH2:10][CH2:9][N:8]([C:11]2[N:12]=[C:13]3[CH2:24][CH2:23][NH:22][CH2:21][C:14]3=[N:15][C:16]=2[NH:17][CH:18]([CH3:20])[CH3:19])[CH2:7][CH2:6]1.C(N(CC)CC)C.[C:37](Cl)(=[O:40])[O:38][CH3:39]. The catalyst is C(Cl)Cl. The product is [F:1][C:2]1[CH:28]=[C:27]([F:29])[CH:26]=[CH:25][C:3]=1[O:4][CH:5]1[CH2:6][CH2:7][N:8]([C:11]2[N:12]=[C:13]3[CH2:24][CH2:23][N:22]([C:37]([O:38][CH3:39])=[O:40])[CH2:21][C:14]3=[N:15][C:16]=2[NH:17][CH:18]([CH3:20])[CH3:19])[CH2:9][CH2:10]1. The yield is 0.930. (2) The reactants are [CH2:1]([O:3][CH:4]([O:18][CH2:19][CH3:20])[CH2:5][NH:6][CH2:7][C:8]1[CH:9]=[CH:10][CH:11]=[C:12]2[C:17]=1[N:16]=[CH:15][CH:14]=[CH:13]2)[CH3:2].[CH:21]1[C:33]2[CH:32]([CH2:34][O:35][C:36]([NH:38][C@@H:39]([CH2:43][C:44]3[CH:49]=[CH:48][C:47]([O:50][C:51]([CH3:54])([CH3:53])[CH3:52])=[CH:46][CH:45]=3)[C:40](O)=[O:41])=[O:37])[C:31]3[C:26](=[CH:27][CH:28]=[CH:29][CH:30]=3)[C:25]=2[CH:24]=[CH:23][CH:22]=1. No catalyst specified. The product is [C:51]([O:50][C:47]1[CH:46]=[CH:45][C:44]([CH2:43][C@H:39]([NH:38][C:36](=[O:37])[O:35][CH2:34][CH:32]2[C:33]3[CH:21]=[CH:22][CH:23]=[CH:24][C:25]=3[C:26]3[C:31]2=[CH:30][CH:29]=[CH:28][CH:27]=3)[C:40]([N:6]([CH2:5][CH:4]([O:3][CH2:1][CH3:2])[O:18][CH2:19][CH3:20])[CH2:7][C:8]2[CH:9]=[CH:10][CH:11]=[C:12]3[C:17]=2[N:16]=[CH:15][CH:14]=[CH:13]3)=[O:41])=[CH:49][CH:48]=1)([CH3:54])([CH3:52])[CH3:53]. The yield is 0.170. (3) The reactants are [CH3:1][C:2]1[C:6]([C:7]([O:9][CH3:10])=[O:8])=[CH:5][NH:4][N:3]=1.[H-].[Na+].Cl[C:14]1[CH:19]=[CH:18][C:17]([C:20](F)(F)F)=CN=1.[Cl-].[NH4+].[CH3:26]N(C)C=O. No catalyst specified. The product is [CH3:1][C:2]1[C:6]([C:7]([O:9][CH3:10])=[O:8])=[CH:5][N:4]([C:17]2[CH:18]=[CH:19][CH:14]=[CH:26][CH:20]=2)[N:3]=1. The yield is 0.310.